From a dataset of Ames mutagenicity test results for genotoxicity prediction. Regression/Classification. Given a drug SMILES string, predict its toxicity properties. Task type varies by dataset: regression for continuous values (e.g., LD50, hERG inhibition percentage) or binary classification for toxic/non-toxic outcomes (e.g., AMES mutagenicity, cardiotoxicity, hepatotoxicity). Dataset: ames. (1) The drug is CCN(Cc1cccc(S(=O)(=O)O)c1)c1ccc(C(=C2C=CC(=[N+](CC)Cc3cccc(S(=O)(=O)O)c3)C=C2)c2ccc(S(=O)(=O)O)cc2)cc1. The result is 1 (mutagenic). (2) The drug is Nc1ccc(Oc2ccc(N)c(N)c2)cc1. The result is 1 (mutagenic). (3) The compound is CC(NC(=O)Cc1cnc(C)nc1N)=C(CCOC(=O)c1ccccc1)SC(=O)c1ccccc1. The result is 0 (non-mutagenic). (4) The drug is c1ccc2c(c1)-c1cccc3cccc-2c13. The result is 1 (mutagenic).